Dataset: Forward reaction prediction with 1.9M reactions from USPTO patents (1976-2016). Task: Predict the product of the given reaction. (1) Given the reactants [CH:1]1([S:4]([C:7]2[CH:12]=[CH:11][C:10]([CH:13]([CH2:18][C@H:19]3[CH2:39][CH2:38][C:21]4([O:25][C@H:24]([C:26]5[CH:31]=[CH:30][CH:29]=[CH:28][CH:27]=5)[C@@H:23]([C:32]5[CH:37]=[CH:36][CH:35]=[CH:34][CH:33]=5)[O:22]4)[CH2:20]3)[C:14](=O)[CH:15]=[CH2:16])=[CH:9][CH:8]=2)(=[O:6])=[O:5])[CH2:3][CH2:2]1.[S:40]1[CH:44]=[CH:43][N:42]=[C:41]1[CH:45]=O.C([N:49](CC)CC)C.C([O-])(=O)C.[NH4+], predict the reaction product. The product is: [CH:1]1([S:4]([C:7]2[CH:12]=[CH:11][C:10]([CH:13]([C:14]3[NH:49][C:45]([C:41]4[S:40][CH:44]=[CH:43][N:42]=4)=[CH:16][CH:15]=3)[CH2:18][C@H:19]3[CH2:39][CH2:38][C:21]4([O:25][C@H:24]([C:26]5[CH:31]=[CH:30][CH:29]=[CH:28][CH:27]=5)[C@@H:23]([C:32]5[CH:33]=[CH:34][CH:35]=[CH:36][CH:37]=5)[O:22]4)[CH2:20]3)=[CH:9][CH:8]=2)(=[O:6])=[O:5])[CH2:3][CH2:2]1. (2) Given the reactants [OH:1][C:2]1[CH:11]=[CH:10][C:5]([C:6]([O:8][CH3:9])=[O:7])=[CH:4][C:3]=1[C:12]1([CH:17]=[CH2:18])[CH2:16][CH2:15][CH2:14][CH2:13]1.[F:19][C:20]([F:33])([F:32])[S:21](O[S:21]([C:20]([F:33])([F:32])[F:19])(=[O:23])=[O:22])(=[O:23])=[O:22].CCOC(C)=O, predict the reaction product. The product is: [F:19][C:20]([F:33])([F:32])[S:21]([O:1][C:2]1[CH:11]=[CH:10][C:5]([C:6]([O:8][CH3:9])=[O:7])=[CH:4][C:3]=1[C:12]1([CH:17]=[CH2:18])[CH2:16][CH2:15][CH2:14][CH2:13]1)(=[O:23])=[O:22]. (3) Given the reactants [CH3:1][S:2][C:3]1[NH:4][C:5]2[CH:6]=[C:7]([O:13][C:14]3[CH:15]=[CH:16][CH:17]=[C:18]([Cl:21])[C:19]=3[Cl:20])[C:8]([Cl:12])=[CH:9][C:10]=2[N:11]=1.Cl.N, predict the reaction product. The product is: [CH3:1][S:2][C:3]1[NH:4][C:5]2[CH:6]=[C:7]([O:13][C:14]3[CH:15]=[CH:16][CH:17]=[C:18]([Cl:21])[C:19]=3[Cl:20])[C:8]([Cl:12])=[CH:9][C:10]=2[N:11]=1. (4) Given the reactants [CH3:1][C:2]1([CH3:13])[CH2:11][C:10]2[C:5](=[CH:6][CH:7]=[CH:8][CH:9]=2)[NH:4][C:3]1=[O:12].[Cl-].[Al+3].[Cl-].[Cl-].[Cl:18][CH2:19][CH2:20][C:21](Cl)=[O:22], predict the reaction product. The product is: [Cl:18][CH2:19][CH2:20][C:21]([C:8]1[CH:9]=[C:10]2[C:5](=[CH:6][CH:7]=1)[NH:4][C:3](=[O:12])[C:2]([CH3:13])([CH3:1])[CH2:11]2)=[O:22]. (5) Given the reactants [S:1]1[C:5]2[CH:6]=[CH:7][CH:8]=[CH:9][C:4]=2[C:3]([N:10]2[CH2:15][CH2:14][N:13]([CH2:16][CH2:17][CH2:18][C:19]3[CH:20]=[C:21]4[C:25](=[CH:26][CH:27]=3)[C:24]([CH3:29])([CH3:28])[C:23](=[O:30])[C:22]4([CH3:32])[CH3:31])[CH2:12][CH2:11]2)=[N:2]1.[CH3:33][S:34]([OH:37])(=[O:36])=[O:35], predict the reaction product. The product is: [CH3:33][S:34]([OH:37])(=[O:36])=[O:35].[S:1]1[C:5]2[CH:6]=[CH:7][CH:8]=[CH:9][C:4]=2[C:3]([N:10]2[CH2:15][CH2:14][N:13]([CH2:16][CH2:17][CH2:18][C:19]3[CH:20]=[C:21]4[C:25](=[CH:26][CH:27]=3)[C:24]([CH3:28])([CH3:29])[C:23](=[O:30])[C:22]4([CH3:32])[CH3:31])[CH2:12][CH2:11]2)=[N:2]1. (6) Given the reactants N1C=CC=CC=1.[CH2:7]([O:14][CH2:15][C@@H:16]1[O:21][CH2:20][C@@:19]([NH:30][C:31]([NH:33][C:34](=[O:41])[C:35]2[CH:40]=[CH:39][CH:38]=[CH:37][CH:36]=2)=[S:32])([C:22]2[CH:27]=[CH:26][C:25]([F:28])=[CH:24][C:23]=2[F:29])[C@H:18]([CH2:42]O)[CH2:17]1)[C:8]1[CH:13]=[CH:12][CH:11]=[CH:10][CH:9]=1.FC(F)(F)S(OS(C(F)(F)F)(=O)=O)(=O)=O.O, predict the reaction product. The product is: [CH2:7]([O:14][CH2:15][C@@H:16]1[O:21][CH2:20][C@:19]2([C:22]3[CH:27]=[CH:26][C:25]([F:28])=[CH:24][C:23]=3[F:29])[N:30]=[C:31]([NH:33][C:34](=[O:41])[C:35]3[CH:36]=[CH:37][CH:38]=[CH:39][CH:40]=3)[S:32][CH2:42][C@@H:18]2[CH2:17]1)[C:8]1[CH:9]=[CH:10][CH:11]=[CH:12][CH:13]=1. (7) Given the reactants [C:1]([C:5]1[CH:10]=[CH:9][C:8]([N:11]2[C:15](=[O:16])[C:14]([CH3:18])([CH3:17])[N:13]([CH2:19][C:20]3[CH:25]=[CH:24][N:23]4[O:26][C:27](=S)[N:28]=[C:22]4[CH:21]=3)[C:12]2=[O:30])=[CH:7][CH:6]=1)([CH3:4])([CH3:3])[CH3:2].[N:31]1([CH2:36][CH2:37][CH2:38][NH2:39])[CH2:35][CH2:34][CH2:33][CH2:32]1, predict the reaction product. The product is: [C:1]([C:5]1[CH:10]=[CH:9][C:8]([N:11]2[C:15](=[O:16])[C:14]([CH3:18])([CH3:17])[N:13]([CH2:19][C:20]3[CH:25]=[CH:24][N:23]=[C:22]([NH:28][C:27]([NH:39][CH2:38][CH2:37][CH2:36][N:31]4[CH2:35][CH2:34][CH2:33][CH2:32]4)=[O:26])[CH:21]=3)[C:12]2=[O:30])=[CH:7][CH:6]=1)([CH3:4])([CH3:3])[CH3:2]. (8) Given the reactants [CH:1]1[O:2][CH:3]=[C:4]2[C:9]([CH2:10][C:11]([NH:13][CH:14]3[CH2:19][CH2:18][NH:17][CH2:16][CH2:15]3)=[O:12])=[CH:8][CH:7]=[CH:6][C:5]=12.Br[CH2:21][CH:22]1[CH2:30][C:29]2[C:24](=[CH:25][CH:26]=[C:27]([F:31])[CH:28]=2)[O:23]1.C(N(CC)CC)C, predict the reaction product. The product is: [CH:1]1[O:2][CH:3]=[C:4]2[C:9]([CH2:10][C:11]([NH:13][CH:14]3[CH2:15][CH2:16][N:17]([CH2:21][CH:22]4[CH2:30][C:29]5[CH:28]=[C:27]([F:31])[CH:26]=[CH:25][C:24]=5[O:23]4)[CH2:18][CH2:19]3)=[O:12])=[CH:8][CH:7]=[CH:6][C:5]=12.